This data is from Forward reaction prediction with 1.9M reactions from USPTO patents (1976-2016). The task is: Predict the product of the given reaction. (1) Given the reactants [CH3:1][C:2]1[CH:7]=[C:6]([O:8][CH3:9])[C:5]([N+:10]([O-:12])=[O:11])=[CH:4][C:3]=1[NH:13]C(=O)C.O1CCOCC1.[ClH:23], predict the reaction product. The product is: [ClH:23].[CH3:1][C:2]1[CH:7]=[C:6]([O:8][CH3:9])[C:5]([N+:10]([O-:12])=[O:11])=[CH:4][C:3]=1[NH2:13]. (2) Given the reactants Cl.Cl.[Cl:3][C:4]1[CH:9]=[CH:8][C:7]([NH:10][C:11]([C:13]2[CH:28]=[CH:27][C:16]([CH2:17][NH:18][C:19]([CH:21]3[O:26][CH2:25][CH2:24][NH:23][CH2:22]3)=[O:20])=[C:15]([F:29])[C:14]=2[F:30])=[O:12])=[C:6]([N:31]2[CH2:36][CH2:35][N:34]([CH2:37][CH2:38][C:39]([F:42])([F:41])[F:40])[CH2:33][CH2:32]2)[CH:5]=1.IC.[CH3:45]CN(C(C)C)C(C)C, predict the reaction product. The product is: [Cl:3][C:4]1[CH:9]=[CH:8][C:7]([NH:10][C:11]([C:13]2[CH:28]=[CH:27][C:16]([CH2:17][NH:18][C:19]([C@H:21]3[O:26][CH2:25][CH2:24][N:23]([CH3:45])[CH2:22]3)=[O:20])=[C:15]([F:29])[C:14]=2[F:30])=[O:12])=[C:6]([N:31]2[CH2:36][CH2:35][N:34]([CH2:37][CH2:38][C:39]([F:41])([F:40])[F:42])[CH2:33][CH2:32]2)[CH:5]=1.